This data is from Full USPTO retrosynthesis dataset with 1.9M reactions from patents (1976-2016). The task is: Predict the reactants needed to synthesize the given product. Given the product [Cl-:1].[Cl:1][C:2]1[N:11]=[CH:10][CH:9]=[C:8]2[C:3]=1[CH:4]=[C:5]([C:27]1[CH:28]=[CH:29][CH:30]=[CH:31][CH:32]=1)[C:6]([C:12]1[CH:13]=[CH:14][C:15]([C@H:18]([NH3+:20])[CH3:19])=[CH:16][CH:17]=1)=[N:7]2, predict the reactants needed to synthesize it. The reactants are: [Cl:1][C:2]1[N:11]=[CH:10][CH:9]=[C:8]2[C:3]=1[CH:4]=[C:5]([C:27]1[CH:32]=[CH:31][CH:30]=[CH:29][CH:28]=1)[C:6]([C:12]1[CH:17]=[CH:16][C:15]([CH:18]([NH:20]S(C(C)(C)C)=O)[CH3:19])=[CH:14][CH:13]=1)=[N:7]2.CCOC(C)=O.Cl.